This data is from Catalyst prediction with 721,799 reactions and 888 catalyst types from USPTO. The task is: Predict which catalyst facilitates the given reaction. (1) Reactant: [CH:1]1([NH:4][C:5](=[O:40])[C:6]2[CH:11]=[CH:10][C:9]([C:12]3[N:16]4[N:17]=[C:18]([CH:28]([C:30]5[CH:35]=[CH:34][CH:33]=[C:32]([F:36])[C:31]=5[O:37]C)[OH:29])[CH:19]=[C:20]([NH:21][CH2:22][CH2:23][C:24]([F:27])([F:26])[F:25])[C:15]4=[N:14][CH:13]=3)=[CH:8][C:7]=2[CH3:39])[CH2:3][CH2:2]1.C[S-].[Na+].Cl. Product: [CH:1]1([NH:4][C:5](=[O:40])[C:6]2[CH:11]=[CH:10][C:9]([C:12]3[N:16]4[N:17]=[C:18]([CH:28]([C:30]5[CH:35]=[CH:34][CH:33]=[C:32]([F:36])[C:31]=5[OH:37])[OH:29])[CH:19]=[C:20]([NH:21][CH2:22][CH2:23][C:24]([F:27])([F:25])[F:26])[C:15]4=[N:14][CH:13]=3)=[CH:8][C:7]=2[CH3:39])[CH2:2][CH2:3]1. The catalyst class is: 16. (2) Reactant: [OH:1][CH:2]=[C:3]([CH2:8][C:9]1[N:10]([CH3:18])[C:11]2[C:16]([CH:17]=1)=[CH:15][CH:14]=[CH:13][CH:12]=2)[C:4](OC)=O.[NH2:19][C:20]([NH2:22])=[S:21]. Product: [CH3:18][N:10]1[C:11]2[C:16](=[CH:15][CH:14]=[CH:13][CH:12]=2)[CH:17]=[C:9]1[CH2:8][C:3]1[C:2](=[O:1])[NH:19][C:20](=[S:21])[NH:22][CH:4]=1. The catalyst class is: 5. (3) Reactant: C(OC(=O)[NH:7][C@H:8]1[CH2:11][C@H:10]([N:12]2[C:16]3=[N:17][CH:18]=[CH:19][CH:20]=[C:15]3[CH:14]=[CH:13]2)[CH2:9]1)(C)(C)C.FC(F)(F)C(O)=O.CO. Product: [N:12]1([C@H:10]2[CH2:9][C@H:8]([NH2:7])[CH2:11]2)[C:16]2=[N:17][CH:18]=[CH:19][CH:20]=[C:15]2[CH:14]=[CH:13]1. The catalyst class is: 91. (4) Reactant: C[N:2]([CH:4]=[O:5])C.CS(C)=[O:8].N(CC(OCC)=O)=C=O.[N:19]([CH2:22][CH2:23][NH:24][C:25](=[O:37])[CH2:26][CH2:27][CH2:28][CH2:29][CH2:30][CH2:31][CH2:32][CH2:33][CH2:34][CH2:35][CH3:36])=C=O. Product: [C:4](=[O:5])([OH:8])[NH2:2].[NH2:19][CH2:22][CH2:23][NH:24][C:25](=[O:37])[CH2:26][CH2:27][CH2:28][CH2:29][CH2:30][CH2:31][CH2:32][CH2:33][CH2:34][CH2:35][CH3:36]. The catalyst class is: 6. (5) Reactant: [Cl:1][C:2]1[CH:3]=[C:4]([CH2:10][OH:11])[CH:5]=[N:6][C:7]=1[CH2:8][CH3:9]. Product: [Cl:1][C:2]1[CH:3]=[C:4]([CH:10]=[O:11])[CH:5]=[N:6][C:7]=1[CH2:8][CH3:9]. The catalyst class is: 742. (6) Reactant: [CH3:1][O:2][C:3]1[CH:8]=[CH:7][CH:6]=[C:5]([O:9][CH3:10])[N:4]=1.[Br:11]N1C(=O)CCC1=O. Product: [Br:11][C:8]1[C:3]([O:2][CH3:1])=[N:4][C:5]([O:9][CH3:10])=[CH:6][CH:7]=1. The catalyst class is: 10. (7) Reactant: [Cl:1][C:2]1[CH:7]=[CH:6][C:5]([CH:8]2[C:12](=[O:13])[NH:11][C:10]3([CH2:18][CH2:17][N:16]([C:19]([O:21][C:22]([CH3:25])([CH3:24])[CH3:23])=[O:20])[CH2:15][CH2:14]3)[NH:9]2)=[CH:4][CH:3]=1.BrN1C(=O)CCC1=O.O. Product: [Cl:1][C:2]1[CH:7]=[CH:6][C:5]([C:8]2[C:12](=[O:13])[NH:11][C:10]3([CH2:14][CH2:15][N:16]([C:19]([O:21][C:22]([CH3:25])([CH3:24])[CH3:23])=[O:20])[CH2:17][CH2:18]3)[N:9]=2)=[CH:4][CH:3]=1. The catalyst class is: 2.